Dataset: Peptide-MHC class I binding affinity with 185,985 pairs from IEDB/IMGT. Task: Regression. Given a peptide amino acid sequence and an MHC pseudo amino acid sequence, predict their binding affinity value. This is MHC class I binding data. (1) The peptide sequence is RIKTRLFTI. The MHC is HLA-B15:09 with pseudo-sequence HLA-B15:09. The binding affinity (normalized) is 0.0847. (2) The peptide sequence is QFLKFSLPFPFLYKFLL. The MHC is HLA-A24:02 with pseudo-sequence HLA-A24:02. The binding affinity (normalized) is 0.272. (3) The peptide sequence is MALSIVSLF. The MHC is HLA-B51:01 with pseudo-sequence HLA-B51:01. The binding affinity (normalized) is 0.408. (4) The MHC is HLA-B08:01 with pseudo-sequence HLA-B08:01. The peptide sequence is KSIEQHPVV. The binding affinity (normalized) is 0.134.